This data is from NCI-60 drug combinations with 297,098 pairs across 59 cell lines. The task is: Regression. Given two drug SMILES strings and cell line genomic features, predict the synergy score measuring deviation from expected non-interaction effect. (1) Drug 1: CC1=C(C(CCC1)(C)C)C=CC(=CC=CC(=CC(=O)O)C)C. Drug 2: CC=C1C(=O)NC(C(=O)OC2CC(=O)NC(C(=O)NC(CSSCCC=C2)C(=O)N1)C(C)C)C(C)C. Cell line: SN12C. Synergy scores: CSS=14.5, Synergy_ZIP=2.08, Synergy_Bliss=1.10, Synergy_Loewe=-34.9, Synergy_HSA=-0.968. (2) Drug 1: C1=C(C(=O)NC(=O)N1)N(CCCl)CCCl. Drug 2: CS(=O)(=O)OCCCCOS(=O)(=O)C. Cell line: EKVX. Synergy scores: CSS=1.61, Synergy_ZIP=-1.50, Synergy_Bliss=-3.99, Synergy_Loewe=-16.1, Synergy_HSA=-6.62.